This data is from Catalyst prediction with 721,799 reactions and 888 catalyst types from USPTO. The task is: Predict which catalyst facilitates the given reaction. (1) Reactant: [N+:1]([C:4]1[CH:5]=[C:6]2[C:11]3=[C:12]([C:14]4[CH2:20][CH2:19][CH2:18][CH2:17][C:16](=[O:21])[C:15]=4[N:10]3[CH2:9][CH2:8][CH2:7]2)[CH:13]=1)([O-])=O. Product: [O:21]=[C:16]1[C:15]2[N:10]3[C:11]4[C:6](=[CH:5][C:4]([NH2:1])=[CH:13][C:12]=4[C:14]=2[CH2:20][CH2:19][CH2:18][CH2:17]1)[CH2:7][CH2:8][CH2:9]3. The catalyst class is: 63. (2) Reactant: I[C:2]1[CH:7]=[CH:6][CH:5]=[CH:4][C:3]=1[N+:8]([O-:10])=[O:9].[CH3:11][O:12][C:13]1[CH:14]=[C:15]2[C:20](=[CH:21][CH:22]=1)[CH:19]=[C:18](B(O)O)[CH:17]=[CH:16]2.C(=O)([O-])[O-].[Na+].[Na+].C(OCC)(=O)C. Product: [CH3:11][O:12][C:13]1[CH:22]=[CH:21][C:20]2[C:15](=[CH:16][CH:17]=[C:18]([C:2]3[CH:7]=[CH:6][CH:5]=[CH:4][C:3]=3[N+:8]([O-:10])=[O:9])[CH:19]=2)[CH:14]=1. The catalyst class is: 109. (3) The catalyst class is: 7. Product: [S:4]1[CH:8]=[C:7]([C:9]2[CH:10]=[CH:11][C:12]([CH:13]([OH:14])[CH3:1])=[CH:15][CH:16]=2)[N:6]=[N:5]1. Reactant: [CH3:1][Mg]Cl.[S:4]1[CH:8]=[C:7]([C:9]2[CH:16]=[CH:15][C:12]([CH:13]=[O:14])=[CH:11][CH:10]=2)[N:6]=[N:5]1. (4) Reactant: [Cl-].[Na+].O.O.Br[C:6]1[CH:7]=[CH:8][C:9]([OH:20])=[C:10]([C:12]([C:14]2[CH:19]=[CH:18][CH:17]=[CH:16][CH:15]=2)=O)[CH:11]=1.C(C1C=C(C2C=CC(CCC#N)=CC=2CC(C)C)C=CC=1C1C=CC(OCC#N)=C(CC2C=CC=CC=2)C=1)[C:22]1[CH:27]=[CH:26][CH:25]=[CH:24][CH:23]=1.C(C1C=C([C:86]2[CH:91]=[CH:90][C:89](CCC#N)=[CH:88][C:87]=2CC(C)C)C=CC=1OS(C(F)(F)F)(=O)=O)C1C=CC=CC=1.C(C1C=[C:105](O)[CH:106]=[CH:107][C:108]=1N=O)(C)C.COC1C=CC=[CH:119][C:115]=1[C:116]([OH:118])=[O:117].C(C1C=C(C2C=CC(CCC#N)=CC=2[CH2:148][CH:149]([CH3:151])[CH3:150])C=CC=1OC)C1C=CC=CC=1.C(COC1C=CC(C2C=CC(C3C=CC(CCC#N)=CC=3CC(C)C)=CC=2CC2C3C(=CC=CC=3)C=CC=2)=CC=1[CH2:193][CH:194]([CH3:196])[CH3:195])#N.C(C1C=C(C2C=CC(CCC(O)=O)=CC=2CC(C)C)C=CC=1C1C=CC(O[CH2:217][C:218]([OH:220])=[O:219])=C(CC(C)C)C=1)C1C=CC=CC=1.IC1C=CC(O)=CC=1. Product: [C:218]([CH2:217][O:20][C:9]1[CH:8]=[CH:7][C:6]([C:86]2[CH:87]=[CH:88][C:89]([C:27]3[CH:26]=[CH:25][C:24]([CH2:119][CH2:115][C:116]([OH:118])=[O:117])=[CH:23][C:22]=3[CH2:196][CH:194]([CH3:193])[CH3:195])=[CH:90][CH:91]=2)=[C:11]([CH2:151][CH:149]([CH3:148])[CH3:150])[C:10]=1[CH2:12][C:14]1[C:19]2[C:18](=[CH:108][CH:107]=[CH:106][CH:105]=2)[CH:17]=[CH:16][CH:15]=1)([OH:220])=[O:219]. The catalyst class is: 52. (5) Reactant: [C:1]([O:5][C:6]([N:8]1[CH2:12][CH2:11][C@H:10]([OH:13])[C@H:9]1[CH2:14][N:15]1[C:23]2[CH:22]=[CH:21][C:20]([C:24]#[N:25])=[CH:19][C:18]=2[C:17]2[CH2:26][C@H:27]([NH:29][C:30]([O:32][CH:33]([CH3:35])[CH3:34])=[O:31])[CH2:28][C:16]1=2)=[O:7])([CH3:4])([CH3:3])[CH3:2].[Cl:36][CH2:37][C:38](O)=[O:39].C1(P(C2C=CC=CC=2)C2C=CC=CC=2)C=CC=CC=1.N(C(OCC)=O)=NC(OCC)=O. Product: [C:1]([O:5][C:6]([N:8]1[CH2:12][CH2:11][C@@H:10]([O:13][C:38](=[O:39])[CH2:37][Cl:36])[C@H:9]1[CH2:14][N:15]1[C:23]2[CH:22]=[CH:21][C:20]([C:24]#[N:25])=[CH:19][C:18]=2[C:17]2[CH2:26][C@H:27]([NH:29][C:30]([O:32][CH:33]([CH3:35])[CH3:34])=[O:31])[CH2:28][C:16]1=2)=[O:7])([CH3:4])([CH3:3])[CH3:2]. The catalyst class is: 54. (6) Reactant: [O:1]=[C:2]1[CH:6]2[CH2:7][N:8]([C:11]([O:13][C:14]([CH3:17])([CH3:16])[CH3:15])=[O:12])[CH2:9][CH2:10][N:5]2[CH2:4][CH:3]1C(OC)=O.CS(C)=O.[Na+].[Cl-]. Product: [O:1]=[C:2]1[CH:6]2[CH2:7][N:8]([C:11]([O:13][C:14]([CH3:17])([CH3:16])[CH3:15])=[O:12])[CH2:9][CH2:10][N:5]2[CH2:4][CH2:3]1. The catalyst class is: 6. (7) Reactant: [F:1][C:2]1[CH:7]=[CH:6][C:5]([C:8]2[C:9]([N:14]3[CH2:19][CH2:18][NH:17][CH2:16][CH2:15]3)=[N:10][CH:11]=[CH:12][N:13]=2)=[CH:4][CH:3]=1.[C:20]([O:24][C:25](=[O:31])[N:26]([CH3:30])[CH2:27][CH:28]=O)([CH3:23])([CH3:22])[CH3:21].C(O[BH-](OC(=O)C)OC(=O)C)(=O)C.[Na+]. Product: [C:20]([O:24][C:25](=[O:31])[N:26]([CH2:27][CH2:28][N:17]1[CH2:16][CH2:15][N:14]([C:9]2[C:8]([C:5]3[CH:6]=[CH:7][C:2]([F:1])=[CH:3][CH:4]=3)=[N:13][CH:12]=[CH:11][N:10]=2)[CH2:19][CH2:18]1)[CH3:30])([CH3:23])([CH3:22])[CH3:21]. The catalyst class is: 26. (8) Product: [C:1]([C:3]1[CH:8]=[CH:7][C:6]([C:9]2[C:10]([CH2:14][CH2:15][C:16]([O:18][CH2:19][CH3:20])=[O:17])=[CH:11][S:12][CH:13]=2)=[C:5]([CH3:21])[CH:4]=1)#[N:2]. The catalyst class is: 50. Reactant: [C:1]([C:3]1[CH:8]=[CH:7][C:6]([C:9]2[C:10](/[CH:14]=[CH:15]/[C:16]([O:18][CH2:19][CH3:20])=[O:17])=[CH:11][S:12][CH:13]=2)=[C:5]([CH3:21])[CH:4]=1)#[N:2].